From a dataset of Peptide-MHC class II binding affinity with 134,281 pairs from IEDB. Regression. Given a peptide amino acid sequence and an MHC pseudo amino acid sequence, predict their binding affinity value. This is MHC class II binding data. (1) The peptide sequence is MGVSDVPRDLEVVAA. The MHC is HLA-DQA10501-DQB10301 with pseudo-sequence HLA-DQA10501-DQB10301. The binding affinity (normalized) is 0.0850. (2) The peptide sequence is ASFEAQGALANIAVDKA. The MHC is DRB1_0101 with pseudo-sequence DRB1_0101. The binding affinity (normalized) is 0.389.